From a dataset of Merck oncology drug combination screen with 23,052 pairs across 39 cell lines. Regression. Given two drug SMILES strings and cell line genomic features, predict the synergy score measuring deviation from expected non-interaction effect. Drug 1: CCC1(O)CC2CN(CCc3c([nH]c4ccccc34)C(C(=O)OC)(c3cc4c(cc3OC)N(C)C3C(O)(C(=O)OC)C(OC(C)=O)C5(CC)C=CCN6CCC43C65)C2)C1. Drug 2: NC(=O)c1cccc2cn(-c3ccc(C4CCCNC4)cc3)nc12. Cell line: EFM192B. Synergy scores: synergy=15.5.